From a dataset of Catalyst prediction with 721,799 reactions and 888 catalyst types from USPTO. Predict which catalyst facilitates the given reaction. The catalyst class is: 20. Reactant: [F:1][C:2]1[CH:27]=[CH:26][C:5]([CH2:6][N:7]2[C:15]3[CH:14]=[CH:13][CH:12]=[CH:11][C:10]=3[C:9]3[CH2:16][CH:17]4[C:23](=[O:24])NCC(=O)[N:18]4[CH2:19][C:8]2=3)=[CH:4][CH:3]=1.[H-].[Na+].BrC[C:32]([O:34][C:35]([CH3:38])([CH3:37])[CH3:36])=[O:33]. Product: [F:1][C:2]1[CH:3]=[CH:4][C:5]([CH2:6][N:7]2[C:15]3[C:10](=[CH:11][CH:12]=[CH:13][CH:14]=3)[C:9]3[CH2:16][C@@H:17]([CH2:23][OH:24])[N:18]([C:32]([O:34][C:35]([CH3:38])([CH3:37])[CH3:36])=[O:33])[CH2:19][C:8]2=3)=[CH:26][CH:27]=1.